This data is from Forward reaction prediction with 1.9M reactions from USPTO patents (1976-2016). The task is: Predict the product of the given reaction. (1) Given the reactants [Cl:1][C:2]1[CH:7]=[CH:6][CH:5]=[C:4]([O:8][CH3:9])[C:3]=1[C:10]1[C:11](=[O:17])[CH2:12][CH2:13][C:14]=1[O:15][CH3:16].[CH3:18][C:19]1([CH3:35])[C:23]([CH3:25])([CH3:24])[O:22][B:21]([B:21]2[O:22][C:23]([CH3:25])([CH3:24])[C:19]([CH3:35])([CH3:18])[O:20]2)[O:20]1.C(C1C=CN=C(C2C=C(C(C)(C)C)C=CN=2)C=1)(C)(C)C, predict the reaction product. The product is: [Cl:1][C:2]1[CH:7]=[C:6]([B:21]2[O:22][C:23]([CH3:25])([CH3:24])[C:19]([CH3:35])([CH3:18])[O:20]2)[CH:5]=[C:4]([O:8][CH3:9])[C:3]=1[C:10]1[C:11](=[O:17])[CH2:12][CH2:13][C:14]=1[O:15][CH3:16]. (2) Given the reactants [Sn](Cl)Cl.[N:4]12[CH2:11][CH2:10][CH:7]([CH2:8][CH2:9]1)[C@@H:6]([NH:12][C:13]([C:15]1[O:16][C:17]3[C:23]([N+:24]([O-])=O)=[CH:22][CH:21]=[CH:20][C:18]=3[CH:19]=1)=[O:14])[CH2:5]2, predict the reaction product. The product is: [N:4]12[CH2:9][CH2:8][CH:7]([CH2:10][CH2:11]1)[C@@H:6]([NH:12][C:13]([C:15]1[O:16][C:17]3[C:23]([NH2:24])=[CH:22][CH:21]=[CH:20][C:18]=3[CH:19]=1)=[O:14])[CH2:5]2. (3) Given the reactants N[C:2]1[C:3]([C:9]([O:11][CH3:12])=[O:10])=[N:4][C:5]([Br:8])=[CH:6][N:7]=1.N([O-])=O.[Na+].[CH3:17][OH:18], predict the reaction product. The product is: [Br:8][C:5]1[N:4]=[C:3]([C:9]([O:11][CH3:12])=[O:10])[C:2]([O:18][CH3:17])=[N:7][CH:6]=1. (4) The product is: [Cl:1][C:2]1[CH:7]=[CH:6][CH:5]=[CH:4][C:3]=1[N:8]1[C:17](=[O:18])[C:16]2[C:11](=[CH:12][CH:13]=[C:14]([F:19])[CH:15]=2)[N:10]=[C:9]1[CH2:20][NH:22][C:23]1[CH:28]=[CH:27][CH:26]=[C:25]([CH3:29])[N:24]=1. Given the reactants [Cl:1][C:2]1[CH:7]=[CH:6][CH:5]=[CH:4][C:3]=1[N:8]1[C:17](=[O:18])[C:16]2[C:11](=[CH:12][CH:13]=[C:14]([F:19])[CH:15]=2)[N:10]=[C:9]1[CH:20]=O.[NH2:22][C:23]1[CH:28]=[CH:27][CH:26]=[C:25]([CH3:29])[N:24]=1.C(O)=O.C(=O)(O)[O-].[Na+], predict the reaction product. (5) Given the reactants [NH2:1][C@@H:2]([CH3:14])[C:3]([C:5]1[C:13]2[C:8](=[CH:9][CH:10]=[CH:11][CH:12]=2)[NH:7][CH:6]=1)=O.[BH4-].[Na+], predict the reaction product. The product is: [NH:7]1[C:8]2[C:13](=[CH:12][CH:11]=[CH:10][CH:9]=2)[C:5]([CH2:3][C@@H:2]([NH2:1])[CH3:14])=[CH:6]1. (6) Given the reactants [C:1]([O:5][C:6](=[O:45])[N:7]([CH2:34][C:35]1[N:36]=[C:37]2[CH:42]=[CH:41][C:40]([F:43])=[CH:39][N:38]2[CH:44]=1)[C@H:8]1[CH2:13][CH2:12][C@@H:11]([N:14]2[C:19](=[O:20])[C:18]3[CH:21]=[C:22]([F:25])[CH:23]=[N:24][C:17]=3[N:16]([C:26]3[CH:31]=[CH:30][CH:29]=[C:28](I)[CH:27]=3)[C:15]2=[O:33])[CH2:10][CH2:9]1)([CH3:4])([CH3:3])[CH3:2].[OH:46][C:47]1[CH:48]=[CH:49][C:50](B2OC(C)(C)C(C)(C)O2)=[C:51]([CH:54]=1)[CH:52]=[O:53], predict the reaction product. The product is: [C:1]([O:5][C:6](=[O:45])[N:7]([C@H:8]1[CH2:13][CH2:12][C@@H:11]([N:14]2[C:19](=[O:20])[C:18]3[CH:21]=[C:22]([F:25])[CH:23]=[N:24][C:17]=3[N:16]([C:26]3[CH:27]=[C:28]([C:50]4[CH:49]=[CH:48][C:47]([OH:46])=[CH:54][C:51]=4[CH:52]=[O:53])[CH:29]=[CH:30][CH:31]=3)[C:15]2=[O:33])[CH2:10][CH2:9]1)[CH2:34][C:35]1[N:36]=[C:37]2[CH:42]=[CH:41][C:40]([F:43])=[CH:39][N:38]2[CH:44]=1)([CH3:4])([CH3:3])[CH3:2]. (7) Given the reactants [N+:1]([C:4]1[CH:9]=[CH:8][C:7]([CH2:10][CH2:11][N:12]2[CH2:17][CH2:16][NH:15][CH2:14][C:13]2=[O:18])=[CH:6][CH:5]=1)([O-:3])=[O:2].[CH3:19][C:20]1[CH:25]=[C:24]([N+:26]([O-:28])=[O:27])[CH:23]=[CH:22][C:21]=1[CH2:29][CH:30]=O, predict the reaction product. The product is: [CH3:19][C:20]1[CH:25]=[C:24]([N+:26]([O-:28])=[O:27])[CH:23]=[CH:22][C:21]=1[CH2:29][CH2:30][N:15]1[CH2:16][CH2:17][N:12]([CH2:11][CH2:10][C:7]2[CH:8]=[CH:9][C:4]([N+:1]([O-:3])=[O:2])=[CH:5][CH:6]=2)[C:13](=[O:18])[CH2:14]1. (8) Given the reactants [N+:1]([C:4]1[CH:5]=[N:6][C:7]2[C:12]([C:13]=1[NH:14][CH2:15][C:16]1([C:22]([O:24][CH2:25][CH3:26])=[O:23])[CH2:21][CH2:20][CH2:19][CH2:18][CH2:17]1)=[CH:11][CH:10]=[CH:9][CH:8]=2)([O-])=O, predict the reaction product. The product is: [NH2:1][C:4]1[CH:5]=[N:6][C:7]2[C:12]([C:13]=1[NH:14][CH2:15][C:16]1([C:22]([O:24][CH2:25][CH3:26])=[O:23])[CH2:21][CH2:20][CH2:19][CH2:18][CH2:17]1)=[CH:11][CH:10]=[CH:9][CH:8]=2. (9) Given the reactants Cl.Cl.NC1N=CN=C2N(C(C3OC(=O)C4C(C=3C3SC(CN5CCNCC5)=CC=3)=CC=CC=4)C)N=C(C3C=C(O)C=C(F)C=3)C=12.[CH3:46][N:47]([CH3:71])[CH2:48][CH:49]=[CH:50][C:51]1[CH:56]=[CH:55][C:54]([C:57]2[C:66]3[C:61](=[CH:62][CH:63]=[CH:64][CH:65]=3)[C:60](=[O:67])[O:59][C:58]=2[CH:68](O)[CH3:69])=[CH:53][CH:52]=1.[CH2:72]([O:79][C:80]1[CH:81]=[C:82]([C:87]2[C:95]3[C:90](=[N:91][CH:92]=[N:93][C:94]=3[NH2:96])[NH:89][N:88]=2)[CH:83]=[C:84]([F:86])[CH:85]=1)[C:73]1[CH:78]=[CH:77][CH:76]=[CH:75][CH:74]=1, predict the reaction product. The product is: [NH2:96][C:94]1[N:93]=[CH:92][N:91]=[C:90]2[N:89]([CH:68]([C:58]3[O:59][C:60](=[O:67])[C:61]4[C:66]([C:57]=3[C:54]3[CH:53]=[CH:52][C:51]([CH:50]=[CH:49][CH2:48][N:47]([CH3:46])[CH3:71])=[CH:56][CH:55]=3)=[CH:65][CH:64]=[CH:63][CH:62]=4)[CH3:69])[N:88]=[C:87]([C:82]3[CH:83]=[C:84]([F:86])[CH:85]=[C:80]([O:79][CH2:72][C:73]4[CH:74]=[CH:75][CH:76]=[CH:77][CH:78]=4)[CH:81]=3)[C:95]=12. (10) Given the reactants Cl.[CH3:2][O:3][C:4](=[O:24])[CH2:5][C@H:6]1[CH2:11][CH2:10][C@H:9]([C:12]2[CH:17]=[CH:16][C:15]([NH:18][C:19](=[O:23])[CH2:20][CH2:21][NH2:22])=[CH:14][CH:13]=2)[CH2:8][CH2:7]1.CCN=C=NCCCN(C)C.[F:36][C:37]([F:57])([F:56])[C:38]1[O:42][C:41]([C:43]2[CH:48]=[CH:47][CH:46]=[CH:45][C:44]=2[C:49]([F:52])([F:51])[F:50])=[N:40][C:39]=1[C:53](O)=[O:54].C1C=CC2N(O)N=NC=2C=1.C(N(C(C)C)C(C)C)C.C([O-])(O)=O.[Na+], predict the reaction product. The product is: [CH3:2][O:3][C:4](=[O:24])[CH2:5][C@H:6]1[CH2:7][CH2:8][C@H:9]([C:12]2[CH:13]=[CH:14][C:15]([NH:18][C:19](=[O:23])[CH2:20][CH2:21][NH:22][C:53]([C:39]3[N:40]=[C:41]([C:43]4[CH:48]=[CH:47][CH:46]=[CH:45][C:44]=4[C:49]([F:51])([F:50])[F:52])[O:42][C:38]=3[C:37]([F:36])([F:56])[F:57])=[O:54])=[CH:16][CH:17]=2)[CH2:10][CH2:11]1.